Dataset: Forward reaction prediction with 1.9M reactions from USPTO patents (1976-2016). Task: Predict the product of the given reaction. (1) Given the reactants C[C:2]1[NH:3][C:4]2[C:9]([CH:10]=1)=[CH:8][CH:7]=[CH:6][CH:5]=2.[C:11]([Li])(C)(C)C.CCCCC.[CH2:21]([C:28]1([N:35]([CH3:37])[CH3:36])[CH2:33][CH2:32][C:31](=[O:34])[CH2:30][CH2:29]1)[C:22]1[CH:27]=[CH:26][CH:25]=[CH:24][CH:23]=1, predict the reaction product. The product is: [CH2:21]([C:28]1([N:35]([CH3:36])[CH3:37])[CH2:29][CH2:30][C:31]([C:2]2[N:3]([CH3:11])[C:4]3[C:9]([CH:10]=2)=[CH:8][CH:7]=[CH:6][CH:5]=3)([OH:34])[CH2:32][CH2:33]1)[C:22]1[CH:27]=[CH:26][CH:25]=[CH:24][CH:23]=1. (2) Given the reactants [NH2:1][C:2]1[CH:3]=[C:4]([C:8]2[N:9]([CH3:17])[C:10]3[C:15]([CH:16]=2)=[CH:14][CH:13]=[CH:12][CH:11]=3)[CH:5]=[N:6][CH:7]=1.[CH2:18]([O:20][C:21]([C:23]1([CH:27]=O)[CH2:26][CH2:25][CH2:24]1)=[O:22])[CH3:19].C(O)(=O)C.C(O[BH-](OC(=O)C)OC(=O)C)(=O)C.[Na+], predict the reaction product. The product is: [CH2:18]([O:20][C:21]([C:23]1([CH2:27][NH:1][C:2]2[CH:7]=[N:6][CH:5]=[C:4]([C:8]3[N:9]([CH3:17])[C:10]4[C:15]([CH:16]=3)=[CH:14][CH:13]=[CH:12][CH:11]=4)[CH:3]=2)[CH2:26][CH2:25][CH2:24]1)=[O:22])[CH3:19]. (3) Given the reactants C(N)C.[CH2:4]([NH:6][C:7]1[CH:12]=[CH:11][C:10]([N+:13]([O-:15])=[O:14])=[CH:9][C:8]=1[CH2:16][C:17]([OH:19])=O)[CH3:5].Cl, predict the reaction product. The product is: [CH2:4]([N:6]1[C:7]2[C:8](=[CH:9][C:10]([N+:13]([O-:15])=[O:14])=[CH:11][CH:12]=2)[CH2:16][C:17]1=[O:19])[CH3:5].